This data is from Reaction yield outcomes from USPTO patents with 853,638 reactions. The task is: Predict the reaction yield, written as a fraction of the theoretical maximum amount of product (1.0 means a 100% yield; for example, 0.34 means a 34% yield). (1) The reactants are [N+:1]([C:4]1[CH:8]=[CH:7][N:6]([S:9]([CH2:12][CH2:13][C:14]2[CH:19]=[CH:18][CH:17]=[CH:16][CH:15]=2)(=[O:11])=[O:10])[CH:5]=1)([O-])=O.[N:20]1[CH:25]=[CH:24][CH:23]=[CH:22][C:21]=1[C:26](O[C:26](=[O:27])[C:21]1[CH:22]=[CH:23][CH:24]=[CH:25][N:20]=1)=[O:27].[Sn].ClC(Cl)C. The catalyst is ClCCCl.C(O)(=O)C. The product is [CH2:12]([S:9]([N:6]1[CH:7]=[CH:8][C:4]([NH:1][C:26](=[O:27])[C:21]2[CH:22]=[CH:23][CH:24]=[CH:25][N:20]=2)=[CH:5]1)(=[O:11])=[O:10])[CH2:13][C:14]1[CH:19]=[CH:18][CH:17]=[CH:16][CH:15]=1. The yield is 0.0800. (2) The reactants are [O:1]1[CH:5]=[CH:4][CH:3]=[C:2]1[C:6]1[N:11]=[C:10]2[NH:12][N:13]=[CH:14][C:9]2=[CH:8][C:7]=1[C:15]1[CH:20]=[CH:19][N:18]=[C:17](S(C)(=O)=O)[N:16]=1.[H-].[Na+].Cl. The catalyst is C(O)(C)C.O. The product is [O:1]1[CH:5]=[CH:4][CH:3]=[C:2]1[C:6]1[N:11]=[C:10]2[NH:12][N:13]=[CH:14][C:9]2=[CH:8][C:7]=1[C:15]1[CH:20]=[CH:19][N:18]=[C:17]([O:1][CH:2]([CH3:6])[CH3:3])[N:16]=1. The yield is 0.490.